From a dataset of Full USPTO retrosynthesis dataset with 1.9M reactions from patents (1976-2016). Predict the reactants needed to synthesize the given product. The reactants are: [Cl:1][C:2]1[CH:3]=[CH:4][C:5]2[S:9][C:8]([S:10]([NH:13][C:14]3[CH:15]=[C:16]([CH:20]=[CH:21][CH:22]=3)[C:17]([OH:19])=[O:18])(=[O:12])=[O:11])=[C:7]([CH3:23])[C:6]=2[CH:24]=1.O[CH2:26][CH:27]1[CH2:31][CH2:30][O:29][CH2:28]1. Given the product [Cl:1][C:2]1[CH:3]=[CH:4][C:5]2[S:9][C:8]([S:10]([NH:13][C:14]3[CH:15]=[C:16]([CH:20]=[CH:21][CH:22]=3)[C:17]([O:19][CH2:26][CH:27]3[CH2:31][CH2:30][O:29][CH2:28]3)=[O:18])(=[O:12])=[O:11])=[C:7]([CH3:23])[C:6]=2[CH:24]=1, predict the reactants needed to synthesize it.